Dataset: Catalyst prediction with 721,799 reactions and 888 catalyst types from USPTO. Task: Predict which catalyst facilitates the given reaction. (1) Reactant: N([O-])=O.[Na+].[NH2:5][C:6]1[CH:11]=[CH:10][C:9]([C:12]2[C:16]([CH3:18])([CH3:17])[O:15][C:14](=[C:19]([C:22]#[N:23])[C:20]#[N:21])[C:13]=2[C:24]#[N:25])=[CH:8][CH:7]=1.Cl.[N-:27]=[N+:28]=[N-].[Na+]. Product: [N:5]([C:6]1[CH:7]=[CH:8][C:9]([C:12]2[C:16]([CH3:17])([CH3:18])[O:15][C:14](=[C:19]([C:22]#[N:23])[C:20]#[N:21])[C:13]=2[C:24]#[N:25])=[CH:10][CH:11]=1)=[N+:27]=[N-:28]. The catalyst class is: 6. (2) Reactant: [C:1]([C:4]1[CH:5]=[CH:6][N:7]2[CH2:12][CH2:11][N:10]([C:13]([O:15][C:16]([CH3:19])([CH3:18])[CH3:17])=[O:14])[CH2:9][C:8]=12)(=[O:3])[NH2:2].[Cl:20]N1C(=O)CCC1=O.O. Product: [C:1]([C:4]1[CH:5]=[C:6]([Cl:20])[N:7]2[CH2:12][CH2:11][N:10]([C:13]([O:15][C:16]([CH3:19])([CH3:18])[CH3:17])=[O:14])[CH2:9][C:8]=12)(=[O:3])[NH2:2]. The catalyst class is: 4. (3) Reactant: [C:1]([O:10][CH:11]([CH3:13])[CH3:12])(=[O:9])[CH2:2][C:3]([O:5][CH:6]([CH3:8])[CH3:7])=[O:4].[H-].[Na+].[N+:16]([C:19]1[CH:26]=[CH:25][C:22]([CH2:23]Br)=[CH:21][CH:20]=1)([O-:18])=[O:17]. Product: [N+:16]([C:19]1[CH:26]=[CH:25][C:22]([CH2:23][CH:2]([C:3]([O:5][CH:6]([CH3:7])[CH3:8])=[O:4])[C:1]([O:10][CH:11]([CH3:13])[CH3:12])=[O:9])=[CH:21][CH:20]=1)([O-:18])=[O:17]. The catalyst class is: 3. (4) Reactant: [Br:1][C:2]1[CH:3]=[C:4]2[C:12](=[C:13]([C:15](O)=[O:16])[CH:14]=1)[NH:11][C:10]1[CH2:9][CH2:8][CH:7]([C:18]([O:20][CH2:21][CH3:22])=[O:19])[CH2:6][C:5]2=1.C(Cl)CCl.O.O[N:29]1C2C=CC=CC=2N=N1.[OH-].[NH4+]. Product: [Br:1][C:2]1[CH:3]=[C:4]2[C:12](=[C:13]([C:15](=[O:16])[NH2:29])[CH:14]=1)[NH:11][C:10]1[CH2:9][CH2:8][CH:7]([C:18]([O:20][CH2:21][CH3:22])=[O:19])[CH2:6][C:5]2=1. The catalyst class is: 76. (5) Reactant: Cl.Cl[CH2:3][CH2:4][N:5]1[CH2:10][CH2:9][O:8][CH2:7][CH2:6]1.[NH2:11][C:12]1[C:13]([C:17]2[N:18]([CH2:43][CH3:44])[C:19]3[CH:24]=[C:23]([O:25][C:26]4[CH:27]=[C:28]([NH:32][C:33]([C:35]5[CH:40]=[CH:39][C:38](=[O:41])[NH:37][CH:36]=5)=[O:34])[CH:29]=[CH:30][CH:31]=4)[N:22]=[CH:21][C:20]=3[N:42]=2)=[N:14][O:15][N:16]=1.C([O-])([O-])=O.[K+].[K+]. Product: [NH2:11][C:12]1[C:13]([C:17]2[N:18]([CH2:43][CH3:44])[C:19]3[CH:24]=[C:23]([O:25][C:26]4[CH:27]=[C:28]([NH:32][C:33]([C:35]5[CH:36]=[N:37][C:38]([O:41][CH2:3][CH2:4][N:5]6[CH2:10][CH2:9][O:8][CH2:7][CH2:6]6)=[CH:39][CH:40]=5)=[O:34])[CH:29]=[CH:30][CH:31]=4)[N:22]=[CH:21][C:20]=3[N:42]=2)=[N:14][O:15][N:16]=1. The catalyst class is: 18. (6) Reactant: FC(F)(F)C(O)=O.[O:8]1[CH2:13][CH2:12][N:11]([CH2:14][CH2:15][N:16]([C:21]2[CH:22]=[C:23]3[C:27](=[CH:28][CH:29]=2)[N:26]([CH2:30][C:31]([OH:33])=[O:32])[CH:25]=[CH:24]3)[S:17]([CH3:20])(=[O:19])=[O:18])[CH2:10][CH2:9]1.[Cl:34][C:35]1[CH:36]=[N+:37]([O-:60])[CH:38]=[C:39]([Cl:59])[C:40]=1[CH2:41][C@@H:42]([C:44]1[CH:49]=[CH:48][C:47]([O:50][CH:51]([F:53])[F:52])=[C:46]([O:54][CH2:55][CH:56]2[CH2:58][CH2:57]2)[CH:45]=1)O.C(Cl)CCl. Product: [ClH:34].[Cl:34][C:35]1[CH:36]=[N+:37]([O-:60])[CH:38]=[C:39]([Cl:59])[C:40]=1[CH2:41][C@@H:42]([C:44]1[CH:49]=[CH:48][C:47]([O:50][CH:51]([F:53])[F:52])=[C:46]([O:54][CH2:55][CH:56]2[CH2:58][CH2:57]2)[CH:45]=1)[O:32][C:31](=[O:33])[CH2:30][N:26]1[C:27]2[C:23](=[CH:22][C:21]([N:16]([CH2:15][CH2:14][N:11]3[CH2:12][CH2:13][O:8][CH2:9][CH2:10]3)[S:17]([CH3:20])(=[O:19])=[O:18])=[CH:29][CH:28]=2)[CH:24]=[CH:25]1. The catalyst class is: 64. (7) Reactant: [NH2:1][C:2]1[CH:3]=[C:4]([C:9]2[S:13][C:12]([N:14]3[CH2:20][CH2:19][CH2:18][NH:17][C:16](=[O:21])[CH2:15]3)=[N:11][CH:10]=2)[CH:5]=[C:6]([CH3:8])[CH:7]=1.Cl[C:23]1[N:28]=[CH:27][C:26]([Cl:29])=[CH:25][N:24]=1.C(=O)([O-])[O-].[K+].[K+].CC(C1C=C(C(C)C)C(C2C=CC=CC=2P(C2CCCCC2)C2CCCCC2)=C(C(C)C)C=1)C. Product: [Cl:29][C:26]1[CH:25]=[N:24][C:23]([NH:1][C:2]2[CH:3]=[C:4]([C:9]3[S:13][C:12]([N:14]4[CH2:20][CH2:19][CH2:18][NH:17][C:16](=[O:21])[CH2:15]4)=[N:11][CH:10]=3)[CH:5]=[C:6]([CH3:8])[CH:7]=2)=[N:28][CH:27]=1. The catalyst class is: 110. (8) Reactant: [F:1][CH:2]([F:48])[C:3]1[C:8]([F:9])=[C:7]([S:10](=[O:20])(=[O:19])[NH:11][C@@H:12]([CH2:17][CH3:18])[C:13]([F:16])([F:15])[F:14])[CH:6]=[CH:5][C:4]=1[C:21]1[S:25][C:24]([C:26]2[N:30]=[C:29]([CH2:31][C:32]([CH3:38])([CH3:37])[C:33]([O:35]C)=[O:34])[O:28][N:27]=2)=[N:23][C:22]=1[CH2:39][N:40]1[CH2:45][CH2:44][CH2:43][C:42]([F:47])([F:46])[CH2:41]1.O[Li].O. Product: [F:48][CH:2]([F:1])[C:3]1[C:8]([F:9])=[C:7]([S:10](=[O:19])(=[O:20])[NH:11][C@@H:12]([CH2:17][CH3:18])[C:13]([F:14])([F:15])[F:16])[CH:6]=[CH:5][C:4]=1[C:21]1[S:25][C:24]([C:26]2[N:30]=[C:29]([CH2:31][C:32]([CH3:37])([CH3:38])[C:33]([OH:35])=[O:34])[O:28][N:27]=2)=[N:23][C:22]=1[CH2:39][N:40]1[CH2:45][CH2:44][CH2:43][C:42]([F:47])([F:46])[CH2:41]1. The catalyst class is: 24.